From a dataset of Full USPTO retrosynthesis dataset with 1.9M reactions from patents (1976-2016). Predict the reactants needed to synthesize the given product. The reactants are: [Cl:1][CH2:2][CH2:3][CH2:4][CH2:5][C:6]1[N:10]([CH2:11][CH2:12][OH:13])[N:9]=[C:8]([C:14]([O:16][CH2:17][CH3:18])=[O:15])[CH:7]=1.I[CH3:20].[H-].[Na+].[Cl-].[NH4+]. Given the product [Cl:1][CH2:2][CH2:3][CH2:4][CH2:5][C:6]1[N:10]([CH2:11][CH2:12][O:13][CH3:20])[N:9]=[C:8]([C:14]([O:16][CH2:17][CH3:18])=[O:15])[CH:7]=1, predict the reactants needed to synthesize it.